Dataset: Full USPTO retrosynthesis dataset with 1.9M reactions from patents (1976-2016). Task: Predict the reactants needed to synthesize the given product. (1) Given the product [C:14]([O:32][CH:27]([C:18]1[N:17]([CH3:33])[C:16](=[O:34])[C:15]2[N:11]([CH2:10][C:9]([NH:8][C:5]3[CH:6]=[CH:7][C:2]([F:1])=[CH:3][CH:4]=3)=[O:35])[CH:12]=[CH:13][C:14]=2[C:19]=1[C:20]1[CH:25]=[CH:24][C:23]([CH3:26])=[CH:22][CH:21]=1)[C:28]([OH:30])=[O:29])([CH3:19])([CH3:15])[CH3:13], predict the reactants needed to synthesize it. The reactants are: [F:1][C:2]1[CH:7]=[CH:6][C:5]([NH:8][C:9](=[O:35])[CH2:10][N:11]2[C:15]3[C:16](=[O:34])[N:17]([CH3:33])[C:18]([CH:27]([OH:32])[C:28]([O:30]C)=[O:29])=[C:19]([C:20]4[CH:25]=[CH:24][C:23]([CH3:26])=[CH:22][CH:21]=4)[C:14]=3[CH:13]=[CH:12]2)=[CH:4][CH:3]=1.Cl(O)(=O)(=O)=O.[Li+].[OH-]. (2) Given the product [F:23][C:20]([F:21])([F:22])[C:16]1[CH:15]=[C:14]([CH:11]2[CH2:10][CH2:9][NH:8][CH2:13][CH2:12]2)[CH:19]=[CH:18][CH:17]=1, predict the reactants needed to synthesize it. The reactants are: C([N:8]1[CH2:13][CH:12]=[C:11]([C:14]2[CH:19]=[CH:18][CH:17]=[C:16]([C:20]([F:23])([F:22])[F:21])[CH:15]=2)[CH2:10][CH2:9]1)C1C=CC=CC=1.Cl. (3) Given the product [NH2:1][C:2]1[N:3]([CH3:21])[C:4](=[O:20])[C@:5]2([N:19]=1)[C:14]1[C:9](=[CH:10][CH:11]=[C:12]([C:25]3[CH:26]=[N:27][CH:28]=[C:23]([Cl:22])[CH:24]=3)[CH:13]=1)[CH2:8][C@@:7]([CH2:17][OH:18])([CH3:16])[CH2:6]2, predict the reactants needed to synthesize it. The reactants are: [NH2:1][C:2]1[N:3]([CH3:21])[C:4](=[O:20])[C@:5]2([N:19]=1)[C:14]1[C:9](=[CH:10][CH:11]=[C:12](Br)[CH:13]=1)[CH2:8][C@@:7]([CH2:17][OH:18])([CH3:16])[CH2:6]2.[Cl:22][C:23]1[CH:24]=[C:25](B(O)O)[CH:26]=[N:27][CH:28]=1. (4) Given the product [C:1]([O:5][C:6](=[O:24])[C@@H:7]([NH:18][C:19](=[O:23])[C@@H:20]([NH:22][C:40]([C:39]1[N:35]([CH3:34])[N:36]=[CH:37][CH:38]=1)=[O:41])[CH3:21])[CH2:8][C:9]1[C:17]2[C:12](=[CH:13][CH:14]=[CH:15][CH:16]=2)[NH:11][CH:10]=1)([CH3:2])([CH3:3])[CH3:4], predict the reactants needed to synthesize it. The reactants are: [C:1]([O:5][C:6](=[O:24])[C@@H:7]([NH:18][C:19](=[O:23])[C@@H:20]([NH2:22])[CH3:21])[CH2:8][C:9]1[C:17]2[C:12](=[CH:13][CH:14]=[CH:15][CH:16]=2)[NH:11][CH:10]=1)([CH3:4])([CH3:3])[CH3:2].C(N(CC)C(C)C)(C)C.[CH3:34][N:35]1[C:39]([C:40](O)=[O:41])=[CH:38][CH:37]=[N:36]1.CN(C(ON1N=NC2C=CC=NC1=2)=[N+](C)C)C.F[P-](F)(F)(F)(F)F. (5) Given the product [CH2:1]([O:3][C:4](=[O:17])[NH:5][C:6]1[CH:15]=[CH:14][C:13]2[C:8](=[CH:9][CH:10]=[C:11]([Cl:16])[CH:12]=2)[C:7]=1[Cl:18])[CH3:2], predict the reactants needed to synthesize it. The reactants are: [CH2:1]([O:3][C:4](=[O:17])[NH:5][C:6]1[CH:15]=[CH:14][C:13]2[C:8](=[CH:9][CH:10]=[C:11]([Cl:16])[CH:12]=2)[CH:7]=1)[CH3:2].[Cl:18]N1C(=O)CCC1=O.Cl.O.